Dataset: Reaction yield outcomes from USPTO patents with 853,638 reactions. Task: Predict the reaction yield, written as a fraction of the theoretical maximum amount of product (1.0 means a 100% yield; for example, 0.34 means a 34% yield). (1) The reactants are Br[C:2]1[CH:3]=[N:4][CH:5]=[C:6]([Br:8])[CH:7]=1.[C:24]1([CH3:29])[CH:25]=[CH:26][CH:27]=[CH:28][C:23]=1P([C:23]1[CH:28]=[CH:27][CH:26]=[CH:25][C:24]=1[CH3:29])[C:23]1[CH:28]=[CH:27][CH:26]=[CH:25][C:24]=1[CH3:29].[CH2:31]([N:33](CC)CC)[CH3:32]. The catalyst is CN(C=O)C.C1C=CC(/C=C/C(/C=C/C2C=CC=CC=2)=O)=CC=1.C1C=CC(/C=C/C(/C=C/C2C=CC=CC=2)=O)=CC=1.C1C=CC(/C=C/C(/C=C/C2C=CC=CC=2)=O)=CC=1.[Pd].[Pd]. The product is [Br:8][C:6]1[CH:7]=[C:2]([C:27]2[CH:28]=[C:23]3[C:24](=[CH:25][CH:26]=2)[CH:29]=[N:33][CH:31]=[CH:32]3)[CH:3]=[N:4][CH:5]=1. The yield is 0.320. (2) The reactants are [CH3:1][O:2][C:3]1[CH:4]=[C:5]([NH:11][C:12]2[N:21]=[CH:20][CH:19]=[CH:18][C:13]=2[C:14]([NH:16][NH2:17])=O)[CH:6]=[C:7]([O:9][CH3:10])[CH:8]=1.I.[CH3:23][O:24][C:25]1[CH:26]=[C:27]([NH:33][C:34](=[NH:37])SC)[CH:28]=[C:29]([O:31][CH3:32])[CH:30]=1. The catalyst is N1C=CC=CC=1. The product is [CH3:1][O:2][C:3]1[CH:4]=[C:5]([NH:11][C:12]2[C:13]([C:14]3[NH:37][C:34]([NH:33][C:27]4[CH:26]=[C:25]([O:24][CH3:23])[CH:30]=[C:29]([O:31][CH3:32])[CH:28]=4)=[N:17][N:16]=3)=[CH:18][CH:19]=[CH:20][N:21]=2)[CH:6]=[C:7]([O:9][CH3:10])[CH:8]=1. The yield is 0.250. (3) The reactants are [CH3:1][C:2]1[CH:7]=[CH:6][C:5]([C:8](=[O:15])[CH2:9][CH2:10][CH2:11][CH2:12][CH2:13][CH3:14])=[CH:4][CH:3]=1.C1(C)C=CC(S(O)(=O)=O)=CC=1.[CH2:27](O)[CH2:28][OH:29]. The catalyst is C1(C)C=CC=CC=1. The product is [CH2:9]([C:8]1([C:5]2[CH:6]=[CH:7][C:2]([CH3:1])=[CH:3][CH:4]=2)[O:29][CH2:28][CH2:27][O:15]1)[CH2:10][CH2:11][CH2:12][CH2:13][CH3:14]. The yield is 0.670. (4) The reactants are [CH3:1][Mg+].[Br-].[F:4][C:5]1[CH:10]=[C:9]([N:11]2[CH:15]=[CH:14][CH:13]=[N:12]2)[CH:8]=[CH:7][C:6]=1[N:16]1[CH:21]=[C:20]([O:22][CH3:23])[C:19](=[O:24])[C:18]([C:25](N(OC)C)=[O:26])=[N:17]1. The catalyst is C1COCC1. The product is [C:25]([C:18]1[C:19](=[O:24])[C:20]([O:22][CH3:23])=[CH:21][N:16]([C:6]2[CH:7]=[CH:8][C:9]([N:11]3[CH:15]=[CH:14][CH:13]=[N:12]3)=[CH:10][C:5]=2[F:4])[N:17]=1)(=[O:26])[CH3:1]. The yield is 0.720. (5) The reactants are Cl[C:2]1[CH:7]=[CH:6][N:5]=[C:4]([N:8]2[CH2:19][CH2:18][N:17]3[C:10](=[CH:11][C:12]4[CH2:13][C:14]([CH3:21])([CH3:20])[CH2:15][C:16]=43)[C:9]2=[O:22])[C:3]=1[CH:23]=[O:24].[CH3:25][N:26]1[CH:31]=[C:30](B2OC(C)(C)C(C)(C)O2)[CH:29]=[C:28]([NH:41][C:42]2[CH:47]=[CH:46][C:45]([N:48]3[CH2:53][CH2:52][N:51]([CH:54]4[CH2:57][O:56][CH2:55]4)[CH2:50][CH2:49]3)=[CH:44][N:43]=2)[C:27]1=[O:58].[O-]P([O-])([O-])=O.[K+].[K+].[K+]. The catalyst is C1C=CC(P(C2C=CC=CC=2)[C-]2C=CC=C2)=CC=1.C1C=CC(P(C2C=CC=CC=2)[C-]2C=CC=C2)=CC=1.Cl[Pd]Cl.[Fe+2].O1CCCC1. The product is [CH3:25][N:26]1[C:27](=[O:58])[C:28]([NH:41][C:42]2[CH:47]=[CH:46][C:45]([N:48]3[CH2:53][CH2:52][N:51]([CH:54]4[CH2:55][O:56][CH2:57]4)[CH2:50][CH2:49]3)=[CH:44][N:43]=2)=[CH:29][C:30]([C:2]2[C:3]([CH:23]=[O:24])=[C:4]([N:8]3[CH2:19][CH2:18][N:17]4[C:10](=[CH:11][C:12]5[CH2:13][C:14]([CH3:21])([CH3:20])[CH2:15][C:16]=54)[C:9]3=[O:22])[N:5]=[CH:6][CH:7]=2)=[CH:31]1. The yield is 0.610. (6) The reactants are Cl.[C:2]([C:6]1[CH:11]=[CH:10][C:9]([NH:12][NH2:13])=[CH:8][CH:7]=1)([CH3:5])([CH3:4])[CH3:3].[CH3:14][C:15]([CH3:22])([CH3:21])[C:16](=O)[CH2:17][C:18]#[N:19]. No catalyst specified. The product is [C:15]([C:16]1[CH:17]=[C:18]([NH2:19])[N:12]([C:9]2[CH:8]=[CH:7][C:6]([C:2]([CH3:5])([CH3:3])[CH3:4])=[CH:11][CH:10]=2)[N:13]=1)([CH3:22])([CH3:21])[CH3:14]. The yield is 0.510.